From a dataset of Forward reaction prediction with 1.9M reactions from USPTO patents (1976-2016). Predict the product of the given reaction. Given the reactants [CH2:1]([C@:3]1([OH:28])[C:25]2[CH:24]=[C:23]3[N:10]([CH2:11][C:12]4[C:13]3=[N:14][C:15]3[CH:16]=[C:17]([F:22])[CH:18]=[CH:19][C:20]=3[CH:21]=4)[C:9](=[O:26])[C:8]=2[CH2:7][O:6][C:5](=[O:27])[CH2:4]1)[CH3:2].[CH:29](=O)[CH2:30][CH2:31]C, predict the reaction product. The product is: [CH2:1]([C@:3]1([OH:28])[C:25]2[CH:24]=[C:23]3[N:10]([CH2:11][C:12]4[C:13]3=[N:14][C:15]3[CH:16]=[C:17]([F:22])[CH:18]=[CH:19][C:20]=3[C:21]=4[CH2:29][CH2:30][CH3:31])[C:9](=[O:26])[C:8]=2[CH2:7][O:6][C:5](=[O:27])[CH2:4]1)[CH3:2].